From a dataset of NCI-60 drug combinations with 297,098 pairs across 59 cell lines. Regression. Given two drug SMILES strings and cell line genomic features, predict the synergy score measuring deviation from expected non-interaction effect. (1) Drug 1: C1=CC=C(C=C1)NC(=O)CCCCCCC(=O)NO. Drug 2: CC1C(C(CC(O1)OC2CC(OC(C2O)C)OC3=CC4=CC5=C(C(=O)C(C(C5)C(C(=O)C(C(C)O)O)OC)OC6CC(C(C(O6)C)O)OC7CC(C(C(O7)C)O)OC8CC(C(C(O8)C)O)(C)O)C(=C4C(=C3C)O)O)O)O. Cell line: OVCAR-5. Synergy scores: CSS=23.0, Synergy_ZIP=-3.62, Synergy_Bliss=-1.39, Synergy_Loewe=-11.1, Synergy_HSA=-0.108. (2) Drug 1: C1=CC(=CC=C1CCCC(=O)O)N(CCCl)CCCl. Drug 2: CC1C(C(=O)NC(C(=O)N2CCCC2C(=O)N(CC(=O)N(C(C(=O)O1)C(C)C)C)C)C(C)C)NC(=O)C3=C4C(=C(C=C3)C)OC5=C(C(=O)C(=C(C5=N4)C(=O)NC6C(OC(=O)C(N(C(=O)CN(C(=O)C7CCCN7C(=O)C(NC6=O)C(C)C)C)C)C(C)C)C)N)C. Cell line: A498. Synergy scores: CSS=26.0, Synergy_ZIP=-4.82, Synergy_Bliss=-0.316, Synergy_Loewe=-0.957, Synergy_HSA=-1.06. (3) Drug 1: CN1C2=C(C=C(C=C2)N(CCCl)CCCl)N=C1CCCC(=O)O.Cl. Drug 2: C1CC(=O)NC(=O)C1N2C(=O)C3=CC=CC=C3C2=O. Cell line: SF-539. Synergy scores: CSS=-0.474, Synergy_ZIP=-1.40, Synergy_Bliss=-1.67, Synergy_Loewe=-0.768, Synergy_HSA=-2.45. (4) Drug 1: CC1=C(C=C(C=C1)NC2=NC=CC(=N2)N(C)C3=CC4=NN(C(=C4C=C3)C)C)S(=O)(=O)N.Cl. Drug 2: CNC(=O)C1=CC=CC=C1SC2=CC3=C(C=C2)C(=NN3)C=CC4=CC=CC=N4. Cell line: M14. Synergy scores: CSS=-0.469, Synergy_ZIP=3.85, Synergy_Bliss=7.77, Synergy_Loewe=4.12, Synergy_HSA=2.66. (5) Drug 1: CS(=O)(=O)C1=CC(=C(C=C1)C(=O)NC2=CC(=C(C=C2)Cl)C3=CC=CC=N3)Cl. Drug 2: CC1=C(C(=CC=C1)Cl)NC(=O)C2=CN=C(S2)NC3=CC(=NC(=N3)C)N4CCN(CC4)CCO. Cell line: HCT116. Synergy scores: CSS=4.42, Synergy_ZIP=-3.19, Synergy_Bliss=-4.84, Synergy_Loewe=-16.7, Synergy_HSA=-5.25. (6) Drug 1: C1=CN(C(=O)N=C1N)C2C(C(C(O2)CO)O)O.Cl. Drug 2: N.N.Cl[Pt+2]Cl. Cell line: A549. Synergy scores: CSS=72.1, Synergy_ZIP=-4.18, Synergy_Bliss=-4.22, Synergy_Loewe=1.31, Synergy_HSA=3.82. (7) Drug 1: C1CN1P(=S)(N2CC2)N3CC3. Drug 2: CCC1=C2CN3C(=CC4=C(C3=O)COC(=O)C4(CC)O)C2=NC5=C1C=C(C=C5)O. Cell line: HCT116. Synergy scores: CSS=63.0, Synergy_ZIP=2.65, Synergy_Bliss=2.12, Synergy_Loewe=-19.7, Synergy_HSA=2.82.